Dataset: Forward reaction prediction with 1.9M reactions from USPTO patents (1976-2016). Task: Predict the product of the given reaction. (1) Given the reactants N(C(OCC)=O)=NC(OCC)=O.C1(P(C2C=CC=CC=2)C2C=CC=CC=2)C=CC=CC=1.[CH2:32]([N:39]1[CH2:44][CH2:43][NH:42][CH2:41][CH:40]1[CH2:45][CH2:46]O)[C:33]1[CH:38]=[CH:37][CH:36]=[CH:35][CH:34]=1, predict the reaction product. The product is: [CH2:32]([N:39]1[CH:40]2[CH2:41][N:42]([CH2:46][CH2:45]2)[CH2:43][CH2:44]1)[C:33]1[CH:38]=[CH:37][CH:36]=[CH:35][CH:34]=1. (2) Given the reactants [CH3:1][C@H:2]1[CH2:7][C:6](=[O:8])[CH2:5][CH2:4][N:3]1[C:9]([O:11]CC1C=CC=CC=1)=O.[CH:19]1(C(Cl)=O)[CH2:23][CH2:22][CH2:21][CH2:20]1, predict the reaction product. The product is: [CH:19]1([C:9]([N:3]2[CH2:4][CH2:5][C:6](=[O:8])[CH2:7][C@@H:2]2[CH3:1])=[O:11])[CH2:23][CH2:22][CH2:21][CH2:20]1. (3) Given the reactants [CH2:1]([C:3]1[C:8](B2OC(C)(C)C(C)(C)O2)=[CH:7][CH:6]=[CH:5][C:4]=1[CH2:18][CH2:19][CH2:20][C:21]([O:23][CH2:24][CH3:25])=[O:22])[CH3:2].Br[C:27]1[N:31]=[C:30]([C:32]2[CH:37]=[CH:36][C:35]([O:38][CH:39]([CH3:41])[CH3:40])=[C:34]([Cl:42])[CH:33]=2)[S:29][N:28]=1.P([O-])([O-])([O-])=O.[K+].[K+].[K+], predict the reaction product. The product is: [Cl:42][C:34]1[CH:33]=[C:32]([C:30]2[S:29][N:28]=[C:27]([C:8]3[C:3]([CH2:1][CH3:2])=[C:4]([CH2:18][CH2:19][CH2:20][C:21]([O:23][CH2:24][CH3:25])=[O:22])[CH:5]=[CH:6][CH:7]=3)[N:31]=2)[CH:37]=[CH:36][C:35]=1[O:38][CH:39]([CH3:40])[CH3:41].